From a dataset of Reaction yield outcomes from USPTO patents with 853,638 reactions. Predict the reaction yield, written as a fraction of the theoretical maximum amount of product (1.0 means a 100% yield; for example, 0.34 means a 34% yield). (1) The catalyst is CC#N. The yield is 0.850. The product is [Cl:10][C:11]1[CH:12]=[C:13]2[N:18]=[C:26]([C:25]3[CH:29]=[CH:30][C:22]([C:21]([O:20][CH3:19])=[O:31])=[CH:23][CH:24]=3)[NH:17][C:14]2=[N:15][CH:16]=1. The reactants are CCN(C(C)C)C(C)C.[Cl:10][C:11]1[CH:12]=[C:13]([NH2:18])[C:14]([NH2:17])=[N:15][CH:16]=1.[CH3:19][O:20][C:21](=[O:31])[C:22]1[CH:30]=[CH:29][C:25]([C:26](O)=O)=[CH:24][CH:23]=1.CN(C(ON1N=NC2C=CC=CC1=2)=[N+](C)C)C.F[P-](F)(F)(F)(F)F. (2) The reactants are [F:1][C:2]1[CH:3]=[C:4]2[C:9](=[CH:10][CH:11]=1)[O:8][C@@H:7]([C@H:12]1[CH2:16][O:15]C(C)(C)[O:13]1)[CH2:6][CH2:5]2.O. The catalyst is C(O)(=O)C. The product is [F:1][C:2]1[CH:3]=[C:4]2[C:9](=[CH:10][CH:11]=1)[O:8][C@@H:7]([C@H:12]([OH:13])[CH2:16][OH:15])[CH2:6][CH2:5]2. The yield is 0.260.